Dataset: Forward reaction prediction with 1.9M reactions from USPTO patents (1976-2016). Task: Predict the product of the given reaction. (1) Given the reactants [CH2:1]([N:3]([C:29](=O)[C:30]1[CH:35]=[CH:34][C:33]([OH:36])=[CH:32][CH:31]=1)[C:4]1[CH:9]=[C:8]([O:10][CH3:11])[CH:7]=[CH:6][C:5]=1[CH:12]1[CH2:21][CH2:20][C:19]2[CH:18]=[C:17]([O:22]C(=O)C(C)(C)C)[CH:16]=[CH:15][C:14]=2[CH2:13]1)[CH3:2].Cl[CH:39]([CH3:48])[C:40]([N:42]1[CH2:47][CH2:46][CH2:45][CH2:44][CH2:43]1)=O, predict the reaction product. The product is: [CH2:1]([N:3]([CH2:29][C:30]1[CH:31]=[CH:32][C:33]([O:36][CH:39]([CH3:48])[CH2:40][N:42]2[CH2:47][CH2:46][CH2:45][CH2:44][CH2:43]2)=[CH:34][CH:35]=1)[C:4]1[CH:9]=[C:8]([O:10][CH3:11])[CH:7]=[CH:6][C:5]=1[CH:12]1[CH2:21][CH2:20][C:19]2[CH:18]=[C:17]([OH:22])[CH:16]=[CH:15][C:14]=2[CH2:13]1)[CH3:2]. (2) Given the reactants [Br:1][C:2]1[CH:10]=[CH:9][C:5]([C:6](O)=[O:7])=[CH:4][C:3]=1[O:11][CH2:12][C:13]([F:16])([F:15])[F:14].C[N:18](C=O)C.C(Cl)(=O)C(Cl)=O, predict the reaction product. The product is: [Br:1][C:2]1[CH:10]=[CH:9][C:5]([C:6]([NH2:18])=[O:7])=[CH:4][C:3]=1[O:11][CH2:12][C:13]([F:16])([F:15])[F:14].